From a dataset of Catalyst prediction with 721,799 reactions and 888 catalyst types from USPTO. Predict which catalyst facilitates the given reaction. (1) Reactant: Cl[C:2]1[N:7]=[CH:6][C:5]([C:8]2[C:18]([CH3:19])=[CH:17][C:11]3[O:12][C:13]([F:16])([F:15])[O:14][C:10]=3[CH:9]=2)=[CH:4][N:3]=1.[F:20][C:21]1[CH:26]=[C:25]([O:27][CH3:28])[CH:24]=[C:23]([F:29])[C:22]=1[CH2:30][NH2:31]. Product: [F:20][C:21]1[CH:26]=[C:25]([O:27][CH3:28])[CH:24]=[C:23]([F:29])[C:22]=1[CH2:30][NH:31][C:2]1[N:7]=[CH:6][C:5]([C:8]2[C:18]([CH3:19])=[CH:17][C:11]3[O:12][C:13]([F:16])([F:15])[O:14][C:10]=3[CH:9]=2)=[CH:4][N:3]=1. The catalyst class is: 2. (2) Reactant: Br[C:2]1[CH:3]=[CH:4][C:5]([CH2:8][CH3:9])=[N:6][CH:7]=1.C[C:11]1[CH:17]=[CH:16][C:14]([NH2:15])=[CH:13][C:12]=1B1OC(C)(C)C(C)(C)O1.[C:27](=O)(O)[O-].[Na+]. Product: [CH2:8]([C:5]1[N:6]=[CH:7][C:2]([C:17]2[CH:11]=[CH:12][C:13]([CH3:27])=[C:14]([CH:16]=2)[NH2:15])=[CH:3][CH:4]=1)[CH3:9]. The catalyst class is: 755. (3) Reactant: [C:1](Cl)(=[O:8])[C:2]1[CH:7]=[CH:6][CH:5]=[CH:4][CH:3]=1.C(O)(C(F)(F)F)=O.[NH2:17][C:18]1[CH:19]=[C:20]2[C:25](=[C:26]([C:28]([NH2:30])=[O:29])[CH:27]=1)[N:24]=[CH:23][N:22]=[C:21]2[NH:31][CH2:32][C:33]1[CH:38]=[CH:37][C:36]([Cl:39])=[C:35]([C:40]([F:43])([F:42])[F:41])[CH:34]=1.C(N(CC)CC)C. Product: [C:1]([NH:17][C:18]1[CH:19]=[C:20]2[C:25](=[C:26]([C:28]([NH2:30])=[O:29])[CH:27]=1)[N:24]=[CH:23][N:22]=[C:21]2[NH:31][CH2:32][C:33]1[CH:38]=[CH:37][C:36]([Cl:39])=[C:35]([C:40]([F:42])([F:43])[F:41])[CH:34]=1)(=[O:8])[C:2]1[CH:7]=[CH:6][CH:5]=[CH:4][CH:3]=1. The catalyst class is: 2. (4) Reactant: [Br:1][C:2]1[CH:3]=[CH:4][C:5]([C:8](Cl)=[N:9][OH:10])=[N:6][CH:7]=1.[CH:12]([C:14]1([OH:19])[CH2:18][CH2:17][S:16][CH2:15]1)=[CH2:13].C(N(CC)CC)C. Product: [Br:1][C:2]1[CH:3]=[CH:4][C:5]([C:8]2[CH2:13][CH:12]([C:14]3([OH:19])[CH2:18][CH2:17][S:16][CH2:15]3)[O:10][N:9]=2)=[N:6][CH:7]=1. The catalyst class is: 13. (5) Reactant: [OH:1][C:2]1[C:13]([O:14][CH3:15])=[CH:12][CH:11]=[CH:10][C:3]=1[C:4]([N:6]([O:8][CH3:9])[CH3:7])=[O:5].CN(C)C=O.[H-].[Na+].[CH3:23][O:24][CH2:25]Cl. Product: [CH3:9][O:8][N:6]([CH3:7])[C:4](=[O:5])[C:3]1[CH:10]=[CH:11][CH:12]=[C:13]([O:14][CH3:15])[C:2]=1[O:1][CH2:23][O:24][CH3:25]. The catalyst class is: 13. (6) Reactant: [S:1]1[CH:5]=[C:4]([C:6]2[O:7][C:8]3[C:9](=[C:11]([C:15]([OH:17])=O)[CH:12]=[CH:13][CH:14]=3)[N:10]=2)[N:3]=[CH:2]1.[ClH:18].C(N=C=NCCCN(C)C)C.ON1C2C=CC=CC=2N=N1.Cl.Cl.[NH2:42][C@H:43]1[CH:48]2[CH2:49][CH2:50][N:45]([CH2:46][CH2:47]2)[CH2:44]1.C(N(CC)CC)C. Product: [ClH:18].[N:45]12[CH2:50][CH2:49][CH:48]([CH2:47][CH2:46]1)[C@H:43]([NH:42][C:15]([C:11]1[CH:12]=[CH:13][CH:14]=[C:8]3[O:7][C:6]([C:4]4[N:3]=[CH:2][S:1][CH:5]=4)=[N:10][C:9]=13)=[O:17])[CH2:44]2. The catalyst class is: 174. (7) Reactant: FC(F)(F)C(O)=O.[Cl:8][C:9]1[CH:14]=[C:13]([Cl:15])[CH:12]=[CH:11][C:10]=1[C:16]1[N:21]=[C:20]([NH:22][CH2:23][CH2:24][NH2:25])[N:19]2[CH:26]=[CH:27][N:28]=[C:18]2[CH:17]=1.Br[C:30]1[S:31][C:32]([N+:35]([O-:37])=[O:36])=[CH:33][N:34]=1.CCN(C(C)C)C(C)C. Product: [Cl:8][C:9]1[CH:14]=[C:13]([Cl:15])[CH:12]=[CH:11][C:10]=1[C:16]1[N:21]=[C:20]([NH:22][CH2:23][CH2:24][NH:25][C:30]2[S:31][C:32]([N+:35]([O-:37])=[O:36])=[CH:33][N:34]=2)[N:19]2[CH:26]=[CH:27][N:28]=[C:18]2[CH:17]=1. The catalyst class is: 16. (8) Reactant: F[C:2]1[CH:7]=[CH:6][C:5]([CH3:8])=[CH:4][N:3]=1.[C-:9]#[N:10].[Na+]. Product: [CH3:8][C:5]1[CH:6]=[CH:7][C:2]([C:9]#[N:10])=[N:3][CH:4]=1. The catalyst class is: 16.